From a dataset of Forward reaction prediction with 1.9M reactions from USPTO patents (1976-2016). Predict the product of the given reaction. (1) Given the reactants Cl.[NH2:2][CH2:3][CH2:4][N:5]([CH3:32])[CH2:6][CH2:7][NH:8][C:9](=[O:31])[CH2:10][CH2:11]/[CH:12]=[CH:13]\[CH2:14]/[CH:15]=[CH:16]\[CH2:17]/[CH:18]=[CH:19]\[CH2:20]/[CH:21]=[CH:22]\[CH2:23]/[CH:24]=[CH:25]\[CH2:26]/[CH:27]=[CH:28]\[CH2:29][CH3:30].CN(C(ON1N=N[C:43]2[CH:44]=[CH:45][CH:46]=N[C:42]1=2)=[N+](C)C)C.F[P-](F)(F)(F)(F)F.CCN([CH:63]([CH3:65])[CH3:64])C(C)C, predict the reaction product. The product is: [C:9]([NH:2][CH2:3][CH2:4][N:5]([CH3:32])[CH2:6][CH2:7][NH:8][C:9](=[O:31])[CH2:10][CH2:11]/[CH:12]=[CH:13]\[CH2:14]/[CH:15]=[CH:16]\[CH2:17]/[CH:18]=[CH:19]\[CH2:20]/[CH:21]=[CH:22]\[CH2:23]/[CH:24]=[CH:25]\[CH2:26]/[CH:27]=[CH:28]\[CH2:29][CH3:30])(=[O:31])[CH2:10][CH2:11][CH2:12]/[CH:13]=[CH:14]\[CH2:15]/[CH:16]=[CH:17]\[CH2:18]/[CH:19]=[CH:20]\[CH2:65]/[CH:63]=[CH:64]\[CH2:46]/[CH:45]=[CH:44]\[CH2:43][CH3:42]. (2) Given the reactants [CH3:1][CH:2]([CH3:4])[O-:3].[Na+].[Cl:6][C:7]1[CH:12]=[C:11](Cl)[C:10]([N+:14]([O-:16])=[O:15])=[CH:9][N:8]=1.O, predict the reaction product. The product is: [Cl:6][C:7]1[CH:12]=[C:11]([O:3][CH:2]([CH3:4])[CH3:1])[C:10]([N+:14]([O-:16])=[O:15])=[CH:9][N:8]=1.